Predict the reactants needed to synthesize the given product. From a dataset of Full USPTO retrosynthesis dataset with 1.9M reactions from patents (1976-2016). (1) Given the product [Cl:1][C:2]1[CH:7]=[CH:6][CH:5]=[CH:4][C:3]=1[C:8]1[N:9]([C:19]2[CH:20]=[CH:21][C:22]([Cl:25])=[CH:23][CH:24]=2)[CH:10]=[C:11]([C:13]([C:30]2[CH:31]=[CH:32][C:27]([F:26])=[CH:28][CH:29]=2)=[O:14])[N:12]=1, predict the reactants needed to synthesize it. The reactants are: [Cl:1][C:2]1[CH:7]=[CH:6][CH:5]=[CH:4][C:3]=1[C:8]1[N:9]([C:19]2[CH:24]=[CH:23][C:22]([Cl:25])=[CH:21][CH:20]=2)[CH:10]=[C:11]([C:13](N(OC)C)=[O:14])[N:12]=1.[F:26][C:27]1[CH:32]=[CH:31][C:30]([Mg]Br)=[CH:29][CH:28]=1.[NH4+].[Cl-]. (2) The reactants are: [C:1]([O:5][C:6]([O:8][NH:9][CH2:10][CH2:11][C:12]1[CH:17]=[CH:16][C:15]([OH:18])=[CH:14][CH:13]=1)=[O:7])([CH3:4])([CH3:3])[CH3:2].CCN(CC)CC.[CH3:26][N:27]([CH3:31])[C:28](Cl)=[O:29].CCOC(C)=O. Given the product [C:1]([O:5][C:6]([O:8][NH:9][CH2:10][CH2:11][C:12]1[CH:13]=[CH:14][C:15]([O:18][C:28]([N:27]([CH3:31])[CH3:26])=[O:29])=[CH:16][CH:17]=1)=[O:7])([CH3:4])([CH3:2])[CH3:3], predict the reactants needed to synthesize it. (3) Given the product [ClH:1].[S:12]1[CH:16]=[CH:15][C:14]2[C:17]([N:21]3[CH2:22][CH2:23][N:24]([CH2:27][CH2:28][CH2:29][O:30][C:2]4[C:11]5[C:6](=[CH:7][CH:8]=[CH:9][CH:10]=5)[N:5]=[CH:4][CH:3]=4)[CH2:25][CH2:26]3)=[CH:18][CH:19]=[CH:20][C:13]1=2, predict the reactants needed to synthesize it. The reactants are: [Cl:1][C:2]1[C:11]2[C:6](=[CH:7][CH:8]=[CH:9][CH:10]=2)[N:5]=[CH:4][CH:3]=1.[S:12]1[CH:16]=[CH:15][C:14]2[C:17]([N:21]3[CH2:26][CH2:25][N:24]([CH2:27][CH2:28][CH2:29][OH:30])[CH2:23][CH2:22]3)=[CH:18][CH:19]=[CH:20][C:13]1=2.C(=O)([O-])[O-].[K+].[K+].CN(C)C=O. (4) The reactants are: N1C2C(=CC=CC=2)C(CC=O)=C1.[NH:13]1[C:21]2[C:16](=[CH:17][CH:18]=[CH:19][CH:20]=2)[C:15]([CH2:22][CH:23]=[N:24][OH:25])=[CH:14]1.N1C2C(=CC=CC=2)C(CC(N)=O)=C1. Given the product [OH:25][NH:24][CH2:23][CH2:22][C:15]1[C:16]2[C:21](=[CH:20][CH:19]=[CH:18][CH:17]=2)[NH:13][CH:14]=1, predict the reactants needed to synthesize it. (5) Given the product [O:1]=[C:2]1[N:6]([C:7]2[CH:16]=[C:15]3[C:10]([CH:11]=[C:12]([C:18]4[CH:23]=[CH:22][CH:21]=[CH:20][C:19]=4[C:24]([F:25])([F:26])[F:27])[NH:13][C:14]3=[O:17])=[CH:9][CH:8]=2)[CH2:5][CH:4]([C:28]([NH2:37])=[O:30])[O:3]1, predict the reactants needed to synthesize it. The reactants are: [O:1]=[C:2]1[N:6]([C:7]2[CH:16]=[C:15]3[C:10]([CH:11]=[C:12]([C:18]4[CH:23]=[CH:22][CH:21]=[CH:20][C:19]=4[C:24]([F:27])([F:26])[F:25])[NH:13][C:14]3=[O:17])=[CH:9][CH:8]=2)[CH2:5][CH:4]([C:28]([OH:30])=O)[O:3]1.[NH4+].[OH-].[Cl-].COC1N=C(OC)N=C([N+]2(C)CCOCC2)[N:37]=1.O. (6) Given the product [CH:23]1([N:22]([CH2:21][Si:13]([CH3:20])([CH3:12])[C:14]2[CH:19]=[CH:18][CH:17]=[CH:16][CH:15]=2)[C:9]([C:3]2[C:4]([CH3:8])=[N:5][N:6]([CH3:7])[C:2]=2[F:1])=[O:10])[CH2:25][CH2:24]1, predict the reactants needed to synthesize it. The reactants are: [F:1][C:2]1[N:6]([CH3:7])[N:5]=[C:4]([CH3:8])[C:3]=1[C:9](Cl)=[O:10].[CH3:12][Si:13]([CH2:21][NH:22][CH:23]1[CH2:25][CH2:24]1)([CH3:20])[C:14]1[CH:19]=[CH:18][CH:17]=[CH:16][CH:15]=1.C(N(CC)CC)C.